This data is from Full USPTO retrosynthesis dataset with 1.9M reactions from patents (1976-2016). The task is: Predict the reactants needed to synthesize the given product. (1) Given the product [OH:30][CH2:29][CH2:28][N:27]([CH3:26])[C:22]([C:19]1[CH:20]=[CH:21][C:9]2[C:8](=[O:25])[C:7]3[C:6]4[C:14](=[CH:15][C:3]([C:1]#[N:2])=[CH:4][CH:5]=4)[NH:13][C:12]=3[C:11]([CH3:16])([CH3:17])[C:10]=2[CH:18]=1)=[O:24], predict the reactants needed to synthesize it. The reactants are: [C:1]([C:3]1[CH:15]=[C:14]2[C:6]([C:7]3[C:8](=[O:25])[C:9]4[CH:21]=[CH:20][C:19]([C:22]([OH:24])=O)=[CH:18][C:10]=4[C:11]([CH3:17])([CH3:16])[C:12]=3[NH:13]2)=[CH:5][CH:4]=1)#[N:2].[CH3:26][NH:27][CH2:28][CH2:29][OH:30]. (2) Given the product [CH:13]1([C:19]([NH:1][C@H:2]([C:10]([OH:12])=[O:11])[CH2:3][CH2:4][CH2:5][NH:6][C:7]([NH2:9])=[O:8])=[O:20])[CH2:18][CH2:17][CH2:16][CH2:15][CH2:14]1, predict the reactants needed to synthesize it. The reactants are: [NH2:1][C@H:2]([C:10]([OH:12])=[O:11])[CH2:3][CH2:4][CH2:5][NH:6][C:7]([NH2:9])=[O:8].[CH:13]1([C:19](Cl)=[O:20])[CH2:18][CH2:17][CH2:16][CH2:15][CH2:14]1.Cl. (3) The reactants are: [CH2:1]([N:6](CCO[Si](CCC1C=CC=CC=1)(OC)OC)[CH2:7][CH2:8][CH2:9][CH2:10][CH3:11])[CH2:2][CH2:3][CH2:4][CH3:5]. Given the product [CH2:7]([NH:6][CH2:1][CH2:2][CH2:3][CH2:4][CH3:5])[CH2:8][CH2:9][CH2:10][CH3:11], predict the reactants needed to synthesize it. (4) Given the product [NH2:1][C:2]1[CH:3]=[CH:4][C:5]([C:12]2[CH:17]=[CH:16][C:15]([O:18][Si:19]([C:22]([CH3:25])([CH3:24])[CH3:23])([CH3:21])[CH3:20])=[CH:14][CH:13]=2)=[C:6]2[C:10]=1[C:9](=[O:11])[NH:8][CH2:7]2, predict the reactants needed to synthesize it. The reactants are: [NH2:1][C:2]1[CH:3]=[CH:4][C:5]([C:12]2[CH:17]=[CH:16][C:15]([OH:18])=[CH:14][CH:13]=2)=[C:6]2[C:10]=1[C:9](=[O:11])[NH:8][CH2:7]2.[Si:19](Cl)([C:22]([CH3:25])([CH3:24])[CH3:23])([CH3:21])[CH3:20].C1CCN2C(=NCCC2)CC1. (5) Given the product [Cl:21][C:5]1[C:6]2[C:11]([C:12]3[CH:17]=[CH:16][CH:15]=[CH:14][CH:13]=3)=[CH:10][O:9][C:7]=2[N:8]=[C:3]([S:2][CH3:1])[N:4]=1, predict the reactants needed to synthesize it. The reactants are: [CH3:1][S:2][C:3]1[NH:4][C:5](=O)[C:6]2[C:11]([C:12]3[CH:17]=[CH:16][CH:15]=[CH:14][CH:13]=3)=[CH:10][O:9][C:7]=2[N:8]=1.O=P(Cl)(Cl)[Cl:21]. (6) Given the product [CH2:1]([O:3][C:4]([C:6]1[CH:7]=[N:8][C:9]2[C:14]([C:15]=1[NH:26][CH2:25][CH:22]1[CH2:23][CH2:24][O:19][CH2:20][CH2:21]1)=[CH:13][CH:12]=[CH:11][C:10]=2[O:17][CH3:18])=[O:5])[CH3:2], predict the reactants needed to synthesize it. The reactants are: [CH2:1]([O:3][C:4]([C:6]1[CH:7]=[N:8][C:9]2[C:14]([C:15]=1Cl)=[CH:13][CH:12]=[CH:11][C:10]=2[O:17][CH3:18])=[O:5])[CH3:2].[O:19]1[CH2:24][CH2:23][CH:22]([CH2:25][NH2:26])[CH2:21][CH2:20]1. (7) Given the product [CH3:5][C:4](=[CH2:3])[CH2:7][CH2:14][O:15][CH2:7][C:4]1[CH:5]=[CH:6][CH:1]=[CH:2][CH:3]=1, predict the reactants needed to synthesize it. The reactants are: [CH:1]1[CH:6]=[CH:5][C:4]([CH2:7]Br)=[CH:3][CH:2]=1.[H-].[Na+].CN([CH:14]=[O:15])C. (8) Given the product [N+:7]([C:8]1[CH:9]=[C:10]([CH2:14][CH2:15][CH2:16][CH2:17][CH2:18][CH2:19][C:20]([OH:22])=[O:21])[CH:11]=[CH:12][CH:13]=1)([O-:26])=[O:23], predict the reactants needed to synthesize it. The reactants are: OOS([O-])=O.[K+].[NH2:7][C:8]1[CH:9]=[C:10]([CH2:14][CH2:15][CH2:16][CH2:17][CH2:18][CH2:19][C:20]([OH:22])=[O:21])[CH:11]=[CH:12][CH:13]=1.[OH-:23].[Na+].C([O-])(O)=[O:26].[Na+]. (9) Given the product [Cl:22][C:23]1[N:24]=[C:25]([NH:38][S:39]([CH3:42])(=[O:40])=[O:41])[CH:26]=[CH:27][C:28]=1[O:29][CH2:30][C:31]([N:9]1[CH2:10][CH2:11][C:12]2[N:16]=[C:15]3[S:17][C:18]([CH3:20])=[N:19][N:14]3[C:13]=2[CH:8]1[C:5]1[S:4][C:3]([N:2]([CH3:21])[CH3:1])=[N:7][CH:6]=1)=[O:32], predict the reactants needed to synthesize it. The reactants are: [CH3:1][N:2]([CH3:21])[C:3]1[S:4][C:5]([CH:8]2[C:13]3[N:14]4[N:19]=[C:18]([CH3:20])[S:17][C:15]4=[N:16][C:12]=3[CH2:11][CH2:10][NH:9]2)=[CH:6][N:7]=1.[Cl:22][C:23]1[C:28]([O:29][CH2:30][C:31](OC(C)(C)C)=[O:32])=[CH:27][CH:26]=[C:25]([NH:38][S:39]([CH3:42])(=[O:41])=[O:40])[N:24]=1. (10) Given the product [CH3:1][C@@H:2]1[C@@H:16]2[C:11](=[C:12]([OH:31])[C@:13]3([OH:30])[C:21](=[O:22])[C:20]([C:23]([NH2:25])=[O:24])=[C:19]([OH:26])[C@@H:18]([N:27]([CH3:28])[CH3:29])[C@@H:14]3[C@H:15]2[OH:17])[C:9](=[O:10])[C:8]2[C:7]([OH:32])=[CH:6][CH:5]=[CH:4][C:3]1=2, predict the reactants needed to synthesize it. The reactants are: [CH3:1][C@@H:2]1[C@@H:16]2[C:11](=[C:12]([OH:31])[C@:13]3([OH:30])[C:21](=[O:22])[C:20]([C:23]([NH2:25])=[O:24])=[C:19]([OH:26])[C@@H:18]([N:27]([CH3:29])[CH3:28])[C@@H:14]3[C@H:15]2[OH:17])[C:9](=[O:10])[C:8]2[C:7]([OH:32])=[CH:6][CH:5]=[CH:4][C:3]1=2.Cl.C(NN)(=O)CCCCC(NN)=O.